This data is from Forward reaction prediction with 1.9M reactions from USPTO patents (1976-2016). The task is: Predict the product of the given reaction. Given the reactants [CH:1]1([CH2:4][O:5][C:6]2[CH:11]=[CH:10][C:9]([CH:12]([F:14])[F:13])=[CH:8][C:7]=2[C:15]2[C:16]3[NH:23][C:22]([CH3:24])=[C:21]([C:25](O)=[O:26])[C:17]=3[N:18]=[CH:19][N:20]=2)[CH2:3][CH2:2]1.[NH2:28][C@H:29]1[CH2:34][CH2:33][C@H:32]([NH:35][C:36](=[O:42])[O:37][C:38]([CH3:41])([CH3:40])[CH3:39])[C@@H:31]([F:43])[CH2:30]1, predict the reaction product. The product is: [CH:1]1([CH2:4][O:5][C:6]2[CH:11]=[CH:10][C:9]([CH:12]([F:14])[F:13])=[CH:8][C:7]=2[C:15]2[C:16]3[NH:23][C:22]([CH3:24])=[C:21]([C:25]([NH:28][C@H:29]4[CH2:34][CH2:33][C@H:32]([NH:35][C:36](=[O:42])[O:37][C:38]([CH3:39])([CH3:40])[CH3:41])[C@@H:31]([F:43])[CH2:30]4)=[O:26])[C:17]=3[N:18]=[CH:19][N:20]=2)[CH2:2][CH2:3]1.